Task: Predict the reactants needed to synthesize the given product.. Dataset: Full USPTO retrosynthesis dataset with 1.9M reactions from patents (1976-2016) (1) Given the product [CH2:1]([NH:8][C:9]1[N:17]=[C:16]([NH:31][C@H:32]([CH2:37][CH3:38])[C:33]([CH3:36])([OH:35])[CH3:34])[N:15]=[C:14]2[C:10]=1[N:11]=[CH:12][N:13]2[CH:19]([CH3:21])[CH3:20])[C:2]1[CH:7]=[CH:6][CH:5]=[CH:4][CH:3]=1, predict the reactants needed to synthesize it. The reactants are: [CH2:1]([NH:8][C:9]1[N:17]=[C:16](F)[N:15]=[C:14]2[C:10]=1[N:11]=[CH:12][N:13]2[CH:19]([CH3:21])[CH3:20])[C:2]1[CH:7]=[CH:6][CH:5]=[CH:4][CH:3]=1.CCN(C(C)C)C(C)C.[NH2:31][C@H:32]([CH2:37][CH3:38])[C:33]([CH3:36])([OH:35])[CH3:34]. (2) Given the product [CH3:1][O:2][C:3]([CH2:5][O:6][C:7]1[CH:8]=[C:9]([CH:10]=[CH:16][C:15]([C:18]2[C:19](=[O:26])[NH:20][C:21]([CH3:25])=[CH:22][C:23]=2[CH3:24])=[O:17])[CH:12]=[CH:13][CH:14]=1)=[O:4], predict the reactants needed to synthesize it. The reactants are: [CH3:1][O:2][C:3]([CH2:5][O:6][C:7]1[CH:8]=[C:9]([CH:12]=[CH:13][CH:14]=1)[CH:10]=O)=[O:4].[C:15]([C:18]1[C:19](=[O:26])[NH:20][C:21]([CH3:25])=[CH:22][C:23]=1[CH3:24])(=[O:17])[CH3:16].N1CCCCC1. (3) Given the product [F:2][C:3]1[C:11]([F:12])=[C:10]2[C:6]([C:7]([NH2:21])=[N:8][NH:9]2)=[CH:5][C:4]=1[C:22]1[CH:27]=[CH:26][CH:25]=[CH:24][CH:23]=1, predict the reactants needed to synthesize it. The reactants are: Cl.[F:2][C:3]1[C:11]([F:12])=[C:10]2[C:6]([C:7]([NH2:21])=[N:8][N:9]2COCC[Si](C)(C)C)=[CH:5][C:4]=1[C:22]1[CH:27]=[CH:26][CH:25]=[CH:24][CH:23]=1. (4) Given the product [F:1][C:2]([F:26])([F:25])[C:3]1[CH:8]=[C:7]([C:9]([F:12])([F:11])[F:10])[CH:6]=[CH:5][C:4]=1[C:13]1[CH:14]=[CH:15][C:16]([CH2:19][N:39]2[CH:38]=[C:37]3[N:42]=[C:34]([C:29]4[CH:30]=[CH:31][CH:32]=[CH:33][C:28]=4[F:27])[N:35]=[C:36]3[CH:41]=[N:40]2)=[N:17][CH:18]=1, predict the reactants needed to synthesize it. The reactants are: [F:1][C:2]([F:26])([F:25])[C:3]1[CH:8]=[C:7]([C:9]([F:12])([F:11])[F:10])[CH:6]=[CH:5][C:4]=1[C:13]1[CH:14]=[CH:15][C:16]([CH2:19]OS(C)(=O)=O)=[N:17][CH:18]=1.[F:27][C:28]1[CH:33]=[CH:32][CH:31]=[CH:30][C:29]=1[C:34]1[N:42]=[C:37]2[CH:38]=[N:39][NH:40][CH:41]=[C:36]2[N:35]=1. (5) Given the product [F:1][C:2]1[CH:3]=[C:4]([N:16]2[CH2:21][CH2:20][N:19]([CH2:23][CH2:24][C:25]3[CH:30]=[CH:29][CH:28]=[CH:27][N:26]=3)[CH2:18][CH2:17]2)[C:5]2[O:9][C:8]([C:10]([N:12]([CH3:14])[CH3:13])=[O:11])=[CH:7][C:6]=2[CH:15]=1, predict the reactants needed to synthesize it. The reactants are: [F:1][C:2]1[CH:3]=[C:4]([N:16]2[CH2:21][CH2:20][NH:19][CH2:18][CH2:17]2)[C:5]2[O:9][C:8]([C:10]([N:12]([CH3:14])[CH3:13])=[O:11])=[CH:7][C:6]=2[CH:15]=1.Br[CH2:23][CH2:24][C:25]1[CH:30]=[CH:29][CH:28]=[CH:27][N:26]=1.Br.C(N(CC)CC)C. (6) The reactants are: C(OC([N:8]1[CH2:13][CH2:12][N:11]([C:14]2[CH:15]=[N:16][C:17]([NH:20][C:21]3[N:22]=[CH:23][C:24]4[CH:30]=[C:29]([CH2:31][O:32][CH2:33][CH2:34][O:35][CH3:36])[C:28](=[O:37])[N:27]([CH:38]5[CH2:42][CH2:41][CH2:40][CH2:39]5)[C:25]=4[N:26]=3)=[CH:18][CH:19]=2)[CH2:10][CH2:9]1)=O)(C)(C)C.Cl. Given the product [CH:38]1([N:27]2[C:25]3[N:26]=[C:21]([NH:20][C:17]4[CH:18]=[CH:19][C:14]([N:11]5[CH2:10][CH2:9][NH:8][CH2:13][CH2:12]5)=[CH:15][N:16]=4)[N:22]=[CH:23][C:24]=3[CH:30]=[C:29]([CH2:31][O:32][CH2:33][CH2:34][O:35][CH3:36])[C:28]2=[O:37])[CH2:39][CH2:40][CH2:41][CH2:42]1, predict the reactants needed to synthesize it.